Dataset: Forward reaction prediction with 1.9M reactions from USPTO patents (1976-2016). Task: Predict the product of the given reaction. (1) Given the reactants [O:1]1[C:5]2=[CH:6][CH2:7][CH2:8][CH2:9][CH:4]2[CH2:3][CH:2]1O.[N+](C1C=C([N+]([O-])=O)C=CC=1C([O-])=O)([O-])=[O:12], predict the reaction product. The product is: [O:1]1[C@@H:5]2[CH2:6][CH2:7][CH2:8][C@H:9]([OH:12])[C@@H:4]2[CH2:3][CH2:2]1. (2) Given the reactants [CH3:1][O:2][C:3](=[O:29])[C:4]1[CH:9]=[C:8]([C:10]2[CH:15]=[C:14]([S:16][C:17]3[CH:22]=[CH:21][CH:20]=[C:19]([OH:23])[CH:18]=3)[N:13]=[C:12]([NH2:24])[N:11]=2)[C:7]([CH3:25])=[CH:6][C:5]=1[O:26][CH2:27][CH3:28].C(=O)([O-])[O-].[Cs+].[Cs+].CN(C)C=O.[C:41]([O:45][C:46](=[O:52])[NH:47][CH2:48][CH2:49][CH2:50]Br)([CH3:44])([CH3:43])[CH3:42], predict the reaction product. The product is: [CH3:1][O:2][C:3](=[O:29])[C:4]1[CH:9]=[C:8]([C:10]2[CH:15]=[C:14]([S:16][C:17]3[CH:22]=[CH:21][CH:20]=[C:19]([O:23][CH2:50][CH2:49][CH2:48][NH:47][C:46]([O:45][C:41]([CH3:42])([CH3:44])[CH3:43])=[O:52])[CH:18]=3)[N:13]=[C:12]([NH2:24])[N:11]=2)[C:7]([CH3:25])=[CH:6][C:5]=1[O:26][CH2:27][CH3:28]. (3) Given the reactants [C:1](Cl)(=[O:8])[C:2]1[CH:7]=[CH:6][CH:5]=[CH:4][CH:3]=1.[NH2:10][C:11]1[O:12][C:13]2[CH:19]=[C:18]([N+:20]([O-:22])=[O:21])[CH:17]=[CH:16][C:14]=2[N:15]=1, predict the reaction product. The product is: [N+:20]([C:18]1[CH:17]=[CH:16][C:14]2[N:15]=[C:11]([NH:10][C:1](=[O:8])[C:2]3[CH:7]=[CH:6][CH:5]=[CH:4][CH:3]=3)[O:12][C:13]=2[CH:19]=1)([O-:22])=[O:21].